Dataset: Peptide-MHC class I binding affinity with 185,985 pairs from IEDB/IMGT. Task: Regression. Given a peptide amino acid sequence and an MHC pseudo amino acid sequence, predict their binding affinity value. This is MHC class I binding data. (1) The peptide sequence is TFFLTQGALL. The MHC is HLA-A01:01 with pseudo-sequence HLA-A01:01. The binding affinity (normalized) is 0.192. (2) The peptide sequence is ELDEIGEDV. The MHC is HLA-B35:01 with pseudo-sequence HLA-B35:01. The binding affinity (normalized) is 0.0847. (3) The peptide sequence is RYPGVMYAF. The MHC is HLA-A68:02 with pseudo-sequence HLA-A68:02. The binding affinity (normalized) is 0.0847. (4) The peptide sequence is PLLPIFFCL. The MHC is HLA-A03:01 with pseudo-sequence HLA-A03:01. The binding affinity (normalized) is 0. (5) The peptide sequence is YTVKYPND. The MHC is H-2-Kb with pseudo-sequence H-2-Kb. The binding affinity (normalized) is 0.133. (6) The peptide sequence is IEVKFHPIL. The MHC is HLA-B18:01 with pseudo-sequence HLA-B18:01. The binding affinity (normalized) is 0.834. (7) The peptide sequence is YRSGIIAVV. The MHC is HLA-B44:02 with pseudo-sequence HLA-B44:02. The binding affinity (normalized) is 0.